From a dataset of Full USPTO retrosynthesis dataset with 1.9M reactions from patents (1976-2016). Predict the reactants needed to synthesize the given product. (1) Given the product [Cl:1][C:2]1[CH:3]=[CH:4][C:5]2[N:18]=[CH:19][N:9]3[C:10]4[CH:11]=[CH:12][C:13]([F:17])=[CH:14][C:15]=4[CH:16]=[C:8]3[C:6]=2[N:7]=1, predict the reactants needed to synthesize it. The reactants are: [Cl:1][C:2]1[N:7]=[C:6]([C:8]2[NH:9][C:10]3[C:15]([CH:16]=2)=[CH:14][C:13]([F:17])=[CH:12][CH:11]=3)[C:5]([NH2:18])=[CH:4][CH:3]=1.[CH2:19](OC(OCC)OCC)C.Cl.CO. (2) Given the product [CH3:17][S:18]([NH:1][C:2]1[N:7]=[C:6]([C:8]2[S:12][C:11]([NH:13][C:14](=[O:16])[CH3:15])=[N:10][CH:9]=2)[CH:5]=[CH:4][CH:3]=1)(=[O:20])=[O:19], predict the reactants needed to synthesize it. The reactants are: [NH2:1][C:2]1[N:7]=[C:6]([C:8]2[S:12][C:11]([NH:13][C:14](=[O:16])[CH3:15])=[N:10][CH:9]=2)[CH:5]=[CH:4][CH:3]=1.[CH3:17][S:18](Cl)(=[O:20])=[O:19]. (3) The reactants are: Br[C:2]1[CH:3]=[C:4]([N:8]2[C:16](=[O:17])[C:15]3[C:10](=[CH:11][CH:12]=[CH:13][CH:14]=3)[C:9]2=[O:18])[CH:5]=[N:6][CH:7]=1.C([N:26]1[C:34]2[C:29](=[CH:30][CH:31]=[C:32]([CH3:35])[CH:33]=2)[CH:28]=[C:27]1B(O)O)(OC(C)(C)C)=O. Given the product [CH3:35][C:32]1[CH:33]=[C:34]2[C:29]([CH:28]=[C:27]([C:2]3[CH:3]=[C:4]([N:8]4[C:16](=[O:17])[C:15]5[C:10](=[CH:11][CH:12]=[CH:13][CH:14]=5)[C:9]4=[O:18])[CH:5]=[N:6][CH:7]=3)[NH:26]2)=[CH:30][CH:31]=1, predict the reactants needed to synthesize it. (4) Given the product [CH3:1][N:2]([CH3:29])[CH2:3][CH2:4][N:5]1[C:6]2[CH:11]=[CH:10][C:9]([NH:12][C:13]([NH:15][C:16]3[CH:21]=[CH:20][C:19]([O:22][CH:23]([CH3:25])[CH3:24])=[CH:18][CH:17]=3)=[O:14])=[CH:8][C:7]=2[N:26]=[C:30]1[CH3:31], predict the reactants needed to synthesize it. The reactants are: [CH3:1][N:2]([CH3:29])[CH2:3][CH2:4][NH:5][C:6]1[CH:11]=[CH:10][C:9]([NH:12][C:13]([NH:15][C:16]2[CH:21]=[CH:20][C:19]([O:22][CH:23]([CH3:25])[CH3:24])=[CH:18][CH:17]=2)=[O:14])=[CH:8][C:7]=1[N+:26]([O-])=O.[C:30](OCC)(OCC)(OCC)[CH3:31].C(O)(=O)C.